This data is from Full USPTO retrosynthesis dataset with 1.9M reactions from patents (1976-2016). The task is: Predict the reactants needed to synthesize the given product. (1) Given the product [Cl:16][C:17]1[CH:18]=[CH:19][C:20]([NH:23][C:24]([C:26]2[C:27]([C:32]([NH:1][C:2]3[CH:7]=[CH:6][C:5]([N:8]4[CH2:13][CH2:12][O:11][CH2:10][C:9]4=[O:14])=[CH:4][C:3]=3[F:15])=[O:33])=[N:28][CH:29]=[CH:30][N:31]=2)=[O:25])=[N:21][CH:22]=1, predict the reactants needed to synthesize it. The reactants are: [NH2:1][C:2]1[CH:7]=[CH:6][C:5]([N:8]2[CH2:13][CH2:12][O:11][CH2:10][C:9]2=[O:14])=[CH:4][C:3]=1[F:15].[Cl:16][C:17]1[CH:18]=[CH:19][C:20]([NH:23][C:24]([C:26]2[C:27]([C:32](O)=[O:33])=[N:28][CH:29]=[CH:30][N:31]=2)=[O:25])=[N:21][CH:22]=1. (2) Given the product [NH2:7][C:8]1[C:9]2[N:10]([N:16]=[CH:17][CH:18]=2)[C:11]([C:14]#[N:15])=[CH:12][CH:13]=1, predict the reactants needed to synthesize it. The reactants are: C(OC(=O)[NH:7][C:8]1[C:9]2[N:10]([N:16]=[CH:17][CH:18]=2)[C:11]([C:14]#[N:15])=[CH:12][CH:13]=1)(C)(C)C.C(O)(C(F)(F)F)=O. (3) Given the product [Si:1]([O:8][CH:9]1[CH2:10][CH2:11][N:12]([C:15]2[N:16]=[CH:17][C:18]([NH2:21])=[CH:19][CH:20]=2)[CH2:13][CH2:14]1)([C:4]([CH3:7])([CH3:5])[CH3:6])([CH3:3])[CH3:2], predict the reactants needed to synthesize it. The reactants are: [Si:1]([O:8][CH:9]1[CH2:14][CH2:13][N:12]([C:15]2[CH:20]=[CH:19][C:18]([N+:21]([O-])=O)=[CH:17][N:16]=2)[CH2:11][CH2:10]1)([C:4]([CH3:7])([CH3:6])[CH3:5])([CH3:3])[CH3:2].[H][H]. (4) Given the product [CH2:11]([O:10][C:8]([C@H:5]1[CH2:4][CH2:3][C@@H:2]([O:1][S:19]([C:16]2[CH:17]=[CH:18][C:13]([CH3:23])=[CH:14][CH:15]=2)(=[O:21])=[O:20])[CH2:7][CH2:6]1)=[O:9])[CH3:12], predict the reactants needed to synthesize it. The reactants are: [OH:1][C@@H:2]1[CH2:7][CH2:6][C@H:5]([C:8]([O:10][CH2:11][CH3:12])=[O:9])[CH2:4][CH2:3]1.[C:13]1([CH3:23])[CH:18]=[CH:17][C:16]([S:19](Cl)(=[O:21])=[O:20])=[CH:15][CH:14]=1.C(Cl)Cl.C(N(CC)CC)C.